Dataset: Blood-brain barrier penetration binary classification data from Martins et al.. Task: Regression/Classification. Given a drug SMILES string, predict its absorption, distribution, metabolism, or excretion properties. Task type varies by dataset: regression for continuous measurements (e.g., permeability, clearance, half-life) or binary classification for categorical outcomes (e.g., BBB penetration, CYP inhibition). Dataset: bbb_martins. (1) The result is 1 (penetrates BBB). The molecule is COc1cc2c(cc1OC)C1CC(=O)C(CC(C)C)CN1CC2. (2) The molecule is CCC(=O)OCC(=O)[C@@]1(OC(=O)CC)[C@H](C)C[C@H]2[C@H]3[C@H]([C@@H](O)C[C@@]21C)[C@@]1(C)C=CC(=O)C=C1C[C@H]3Cl. The result is 1 (penetrates BBB). (3) The compound is CCC1(CC)C(=O)NCC(C)C1=O. The result is 1 (penetrates BBB). (4) The drug is O=C(O)CN1C(=O)c2cccc3cccc(c23)C1=O. The result is 1 (penetrates BBB).